This data is from Full USPTO retrosynthesis dataset with 1.9M reactions from patents (1976-2016). The task is: Predict the reactants needed to synthesize the given product. (1) Given the product [NH2:31][C:21]1[CH:22]=[CH:23][C:24]([C:26]2[S:27][CH:28]=[CH:29][CH:30]=2)=[CH:25][C:20]=1[NH:19][C:17]([N:14]1[CH2:15][CH2:16][N:11]([CH2:10][C:8]2[CH:7]=[CH:6][C:5]3[O:1][CH2:2][O:3][C:4]=3[CH:9]=2)[CH2:12][CH2:13]1)=[O:18], predict the reactants needed to synthesize it. The reactants are: [O:1]1[C:5]2[CH:6]=[CH:7][C:8]([CH2:10][N:11]3[CH2:16][CH2:15][N:14]([C:17]([NH:19][C:20]4[CH:25]=[C:24]([C:26]5[S:27][CH:28]=[CH:29][CH:30]=5)[CH:23]=[CH:22][C:21]=4[NH:31]C(=O)OC(C)(C)C)=[O:18])[CH2:13][CH2:12]3)=[CH:9][C:4]=2[O:3][CH2:2]1.C(Cl)Cl.FC(F)(F)C(O)=O.[OH-].[K+]. (2) Given the product [F:20][C:21]1[CH:22]=[CH:23][C:24]([S:27]([N:30]([CH3:31])[CH2:32][C:33]([NH:9][CH2:8][C:7]2[C:2]([F:1])=[C:3]([C:10]3[CH:15]=[CH:14][C:13]([C:16]([F:17])([F:18])[F:19])=[CH:12][CH:11]=3)[CH:4]=[CH:5][CH:6]=2)=[O:34])(=[O:28])=[O:29])=[CH:25][CH:26]=1, predict the reactants needed to synthesize it. The reactants are: [F:1][C:2]1[C:7]([CH2:8][NH2:9])=[CH:6][CH:5]=[CH:4][C:3]=1[C:10]1[CH:15]=[CH:14][C:13]([C:16]([F:19])([F:18])[F:17])=[CH:12][CH:11]=1.[F:20][C:21]1[CH:26]=[CH:25][C:24]([S:27]([N:30]([CH2:32][C:33](O)=[O:34])[CH3:31])(=[O:29])=[O:28])=[CH:23][CH:22]=1.CN(C(ON1N=NC2C=CC=NC1=2)=[N+](C)C)C.F[P-](F)(F)(F)(F)F.C(N(CC)C(C)C)(C)C.OS([O-])(=O)=O.[K+]. (3) Given the product [NH2:7][CH:8]([CH2:26][C:27]1[CH:28]=[CH:29][C:30]([Cl:33])=[CH:31][CH:32]=1)[C:9]([N:10]1[CH2:15][CH2:14][N:13]([C:16]2[CH:21]=[CH:20][N:19]=[C:18]3[CH:22]=[CH:23][NH:24][C:17]=23)[CH2:12][CH2:11]1)=[O:25], predict the reactants needed to synthesize it. The reactants are: C(OC(=O)[NH:7][CH:8]([CH2:26][C:27]1[CH:32]=[CH:31][C:30]([Cl:33])=[CH:29][CH:28]=1)[C:9](=[O:25])[N:10]1[CH2:15][CH2:14][N:13]([C:16]2[CH:21]=[CH:20][N:19]=[C:18]3[CH:22]=[CH:23][NH:24][C:17]=23)[CH2:12][CH2:11]1)(C)(C)C.Cl. (4) Given the product [OH:45][C@H:30]1[CH2:29][CH2:28][C@H:27]2[C@H:26]3[C@H:35]([CH2:34][CH2:33][C@:31]12[CH3:32])[C:36]1[CH:37]=[CH:38][C:39]([O:43][CH3:44])=[CH:40][C:41]=1[CH2:42][C@H:25]3[CH2:24][CH2:23][CH2:22][CH2:21][CH2:20][CH2:19][CH2:18][CH2:17][CH2:16][C@H:15]([CH2:46][CH2:47][C:48]([F:59])([F:60])[C:49]([F:58])([F:57])[C:50]([F:56])([F:55])[C:51]([F:52])([F:53])[F:54])[C:14]([OH:61])=[O:63].[CH3:1][N:2]1[C@@H:6]([CH3:7])[C@@H:5]([C:8]2[CH:9]=[CH:10][CH:11]=[CH:12][CH:13]=2)[NH:4][C:3]1=[O:62], predict the reactants needed to synthesize it. The reactants are: [CH3:1][N:2]1[C@@H:6]([CH3:7])[C@@H:5]([C:8]2[CH:13]=[CH:12][CH:11]=[CH:10][CH:9]=2)[N:4]([C:14](=[O:61])[C@@H:15]([CH2:46][CH2:47][C:48]([F:60])([F:59])[C:49]([F:58])([F:57])[C:50]([F:56])([F:55])[C:51]([F:54])([F:53])[F:52])[CH2:16][CH2:17][CH2:18][CH2:19][CH2:20][CH2:21][CH2:22][CH2:23][CH2:24][C@@H:25]2[CH2:42][C:41]3[CH:40]=[C:39]([O:43][CH3:44])[CH:38]=[CH:37][C:36]=3[C@@H:35]3[C@@H:26]2[C@H:27]2[C@@:31]([CH2:33][CH2:34]3)([CH3:32])[C@@H:30]([OH:45])[CH2:29][CH2:28]2)[C:3]1=[O:62].[OH-:63].C([N+](CCCC)(CCCC)CCCC)CCC.OO.